Dataset: Full USPTO retrosynthesis dataset with 1.9M reactions from patents (1976-2016). Task: Predict the reactants needed to synthesize the given product. (1) The reactants are: [Br:1][C:2]1[N:7]=[CH:6][C:5](N)=[CH:4][CH:3]=1.N([O-])=O.[Na+].[S:13](=[O:15])=[O:14].[ClH:16]. Given the product [Br:1][C:2]1[N:7]=[CH:6][C:5]([S:13]([Cl:16])(=[O:15])=[O:14])=[CH:4][CH:3]=1, predict the reactants needed to synthesize it. (2) Given the product [Br:1][C:2]1[C:3]([N:21]2[CH2:26][CH2:25][CH2:24][C@@H:23]([NH:27][C:28](=[O:34])[O:29][C:30]([CH3:32])([CH3:31])[CH3:33])[CH2:22]2)=[C:4]2[C:10]([NH:11][C:12]([C:14]3[N:15]=[C:16]([CH3:19])[O:17][CH:18]=3)=[O:13])=[CH:9][NH:8][C:5]2=[N:6][CH:7]=1, predict the reactants needed to synthesize it. The reactants are: [Br:1][C:2]1[C:3](F)=[C:4]2[C:10]([NH:11][C:12]([C:14]3[N:15]=[C:16]([CH3:19])[O:17][CH:18]=3)=[O:13])=[CH:9][NH:8][C:5]2=[N:6][CH:7]=1.[NH:21]1[CH2:26][CH2:25][CH2:24][C@@H:23]([NH:27][C:28](=[O:34])[O:29][C:30]([CH3:33])([CH3:32])[CH3:31])[CH2:22]1. (3) The reactants are: [NH2:1][C:2]1[N:7]([C:8]2[CH:13]=[CH:12][CH:11]=[CH:10][CH:9]=2)[C:6](SC)=[N:5][C:4](=[O:16])[CH:3]=1.[CH3:17][C:18]1[CH:24]=[CH:23][C:21]([NH2:22])=[CH:20][CH:19]=1.[K+].[Br-]. Given the product [NH2:1][C:2]1[N:7]([C:8]2[CH:13]=[CH:12][CH:11]=[CH:10][CH:9]=2)[C:6]([NH:22][C:21]2[CH:23]=[CH:24][C:18]([CH3:17])=[CH:19][CH:20]=2)=[N:5][C:4](=[O:16])[CH:3]=1, predict the reactants needed to synthesize it. (4) Given the product [CH3:45][O:44][C:42]([C:41]1[CH:46]=[CH:47][CH:48]=[C:49]2[O:16][C:14]([CH:11]3[CH2:10][CH2:9][NH:8][CH2:13][CH2:12]3)=[N:39][C:40]=12)=[O:43], predict the reactants needed to synthesize it. The reactants are: C(OC([N:8]1[CH2:13][CH2:12][CH:11]([C:14]([OH:16])=O)[CH2:10][CH2:9]1)=O)(C)(C)C.Cl.C(N=C=NCCCN(C)C)C.ON1C2C=CC=CC=2N=N1.[NH2:39][C:40]1[C:49](O)=[CH:48][CH:47]=[CH:46][C:41]=1[C:42]([O:44][CH3:45])=[O:43].C(N(CC)CC)C.O.C1(C)C=CC(S(O)(=O)=O)=CC=1. (5) Given the product [CH3:33][N:27]1[CH2:28][CH2:29][CH2:30][CH:26]1[CH2:25][NH:24][C:16]1[CH:15]=[C:14]([NH:13][C:10]2[CH:11]=[CH:12][C:7]([N:4]3[CH2:3][CH2:2][O:1][CH2:6][CH2:5]3)=[CH:8][CH:9]=2)[N:19]=[CH:18][C:17]=1[CH2:20][C:21]([NH2:23])=[O:22], predict the reactants needed to synthesize it. The reactants are: [O:1]1[CH2:6][CH2:5][N:4]([C:7]2[CH:12]=[CH:11][C:10]([NH:13][C:14]3[N:19]=[CH:18][C:17]([CH2:20][C:21]([NH2:23])=[O:22])=[C:16]([NH:24][CH2:25][CH:26]4[CH2:30][CH2:29][CH2:28][NH:27]4)[CH:15]=3)=[CH:9][CH:8]=2)[CH2:3][CH2:2]1.C=O.[C:33](O[BH-](OC(=O)C)OC(=O)C)(=O)C.[Na+].C(=O)(O)[O-].[Na+]. (6) Given the product [CH:1]12[CH2:10][CH:5]3[CH2:6][CH:7]([CH2:9][CH:3]([CH2:4]3)[CH:2]1[NH:11][C:12]([NH:14][C:15]1[CH:20]=[CH:19][C:18]([OH:21])=[CH:17][C:16]=1[CH3:23])=[O:13])[CH2:8]2, predict the reactants needed to synthesize it. The reactants are: [CH:1]12[CH2:10][CH:5]3[CH2:6][CH:7]([CH2:9][CH:3]([CH2:4]3)[CH:2]1[NH:11][C:12]([NH:14][C:15]1[CH:20]=[CH:19][C:18]([O:21]C)=[CH:17][C:16]=1[CH3:23])=[O:13])[CH2:8]2.B(Br)(Br)Br.O.